Dataset: Forward reaction prediction with 1.9M reactions from USPTO patents (1976-2016). Task: Predict the product of the given reaction. (1) Given the reactants [NH:1]([C:3]([C:5]1[NH:6][C:7]2[C:12]([C:13]=1[C:14]([N:16]([CH3:18])[CH3:17])=[O:15])=[CH:11][CH:10]=[CH:9][CH:8]=2)=[O:4])[NH2:2].[Cl:19][C:20]1[CH:27]=[CH:26][C:23]([CH:24]=O)=[CH:22][CH:21]=1, predict the reaction product. The product is: [Cl:19][C:20]1[CH:27]=[CH:26][C:23]([CH:24]=[N:2][NH:1][C:3]([C:5]2[NH:6][C:7]3[C:12]([C:13]=2[C:14]([N:16]([CH3:18])[CH3:17])=[O:15])=[CH:11][CH:10]=[CH:9][CH:8]=3)=[O:4])=[CH:22][CH:21]=1. (2) Given the reactants [S:1]1[CH:5]=[CH:4][CH:3]=[C:2]1[SH:6].[OH-].[K+].Br[C:10]([CH3:24])([CH3:23])[C:11]([NH:13][C:14]1[CH:18]=[C:17]([C:19]([CH3:22])([CH3:21])[CH3:20])[O:16][N:15]=1)=[O:12], predict the reaction product. The product is: [C:19]([C:17]1[O:16][N:15]=[C:14]([NH:13][C:11](=[O:12])[C:10]([CH3:23])([S:6][C:2]2[S:1][CH:5]=[CH:4][CH:3]=2)[CH3:24])[CH:18]=1)([CH3:22])([CH3:21])[CH3:20].